From a dataset of Catalyst prediction with 721,799 reactions and 888 catalyst types from USPTO. Predict which catalyst facilitates the given reaction. (1) Reactant: [F:1][C:2]1[CH:3]=[C:4]2[C:9](=[C:10]([OH:12])[CH:11]=1)[N:8]=[C:7]([CH3:13])[CH:6]=[CH:5]2.N1C=CN=C1.FC(F)(F)S(O[Si:25]([CH:32]([CH3:34])[CH3:33])([CH:29]([CH3:31])[CH3:30])[CH:26]([CH3:28])[CH3:27])(=O)=O. Product: [F:1][C:2]1[CH:3]=[C:4]2[C:9](=[C:10]([O:12][Si:25]([CH:32]([CH3:34])[CH3:33])([CH:29]([CH3:31])[CH3:30])[CH:26]([CH3:28])[CH3:27])[CH:11]=1)[N:8]=[C:7]([CH3:13])[CH:6]=[CH:5]2. The catalyst class is: 2. (2) Reactant: [F:1][C:2]([F:34])([F:33])[C:3]1[CH:4]=[C:5]([CH:26]=[C:27]([C:29]([F:32])([F:31])[F:30])[CH:28]=1)[CH2:6][NH:7][CH2:8][C:9]1[CH:14]=[C:13]([C:15]([F:18])([F:17])[F:16])[CH:12]=[CH:11][C:10]=1[N:19]([CH2:22][CH2:23][CH2:24][CH3:25])[CH2:20][CH3:21].[Br:35][C:36]1[CH:37]=[N:38][C:39](Cl)=[N:40][CH:41]=1.C(NC(C(C)C)(C(C)C)C)C.C(OCC)(=O)C. Product: [F:1][C:2]([F:33])([F:34])[C:3]1[CH:4]=[C:5]([CH:26]=[C:27]([C:29]([F:32])([F:31])[F:30])[CH:28]=1)[CH2:6][N:7]([C:39]1[N:40]=[CH:41][C:36]([Br:35])=[CH:37][N:38]=1)[CH2:8][C:9]1[CH:14]=[C:13]([C:15]([F:17])([F:16])[F:18])[CH:12]=[CH:11][C:10]=1[N:19]([CH2:22][CH2:23][CH2:24][CH3:25])[CH2:20][CH3:21]. The catalyst class is: 93. (3) Reactant: [Cl:1][C:2]1[CH:7]=[CH:6][C:5]([C:8]2[N:13]=[C:12]3[C:14](=[O:18])[O:15][C:16](=[O:17])[C:11]3=[N:10][C:9]=2[C:19]2[CH:24]=[CH:23][C:22]([Cl:25])=[CH:21][CH:20]=2)=[CH:4][CH:3]=1.[C:26]([OH:30])([CH3:29])([CH3:28])[CH3:27]. Product: [C:26]([O:30][C:14]([C:12]1[C:11]([C:16]([OH:17])=[O:15])=[N:10][C:9]([C:19]2[CH:24]=[CH:23][C:22]([Cl:25])=[CH:21][CH:20]=2)=[C:8]([C:5]2[CH:4]=[CH:3][C:2]([Cl:1])=[CH:7][CH:6]=2)[N:13]=1)=[O:18])([CH3:29])([CH3:28])[CH3:27]. The catalyst class is: 616. (4) Reactant: [NH2:1][C:2]1[CH:14]=[CH:13][C:12]2[C:11]3[C:6](=[CH:7][CH:8]=[CH:9][CH:10]=3)[CH2:5][C:4]=2[CH:3]=1.C(N(CC)CC)C.O1CCCC1.[C:27](Cl)(=[O:31])[CH:28]([CH3:30])[CH3:29]. Product: [CH:3]1[C:4]2[CH2:5][C:6]3[C:11](=[CH:10][CH:9]=[CH:8][CH:7]=3)[C:12]=2[CH:13]=[CH:14][C:2]=1[NH:1][C:27](=[O:31])[CH:28]([CH3:30])[CH3:29]. The catalyst class is: 805. (5) The catalyst class is: 88. Reactant: [C:1]([C:4]1[C:13]2[C:8](=[CH:9][C:10]([C:14]3[CH:15]=[C:16]([CH:23]=[CH:24][C:25]=3[CH3:26])[C:17]([NH:19][CH:20]3[CH2:22][CH2:21]3)=[O:18])=[CH:11][CH:12]=2)[CH:7]([CH3:27])[NH:6][N:5]=1)(=[O:3])[CH3:2].[Mn]([O-])(=O)(=O)=O.[K+]. Product: [C:1]([C:4]1[C:13]2[C:8](=[CH:9][C:10]([C:14]3[CH:15]=[C:16]([CH:23]=[CH:24][C:25]=3[CH3:26])[C:17]([NH:19][CH:20]3[CH2:22][CH2:21]3)=[O:18])=[CH:11][CH:12]=2)[C:7]([CH3:27])=[N:6][N:5]=1)(=[O:3])[CH3:2].